Dataset: Full USPTO retrosynthesis dataset with 1.9M reactions from patents (1976-2016). Task: Predict the reactants needed to synthesize the given product. (1) Given the product [CH:4]1[C:5]2[CH:6]([CH:20]([C:21]3[CH:26]=[CH:25][CH:24]=[C:23]([O:27][CH3:28])[CH:22]=3)[OH:29])[C:7]3[C:12](=[CH:11][CH:10]=[CH:9][CH:8]=3)[CH2:13][C:14]=2[CH:1]=[CH:2][CH:3]=1, predict the reactants needed to synthesize it. The reactants are: [CH:1]1[C:14]2[CH2:13][C:12]3[C:7](=[CH:8][CH:9]=[CH:10][CH:11]=3)[CH2:6][C:5]=2[CH:4]=[CH:3][CH:2]=1.[Li]CCCC.[CH:20](=[O:29])[C:21]1[CH:26]=[CH:25][CH:24]=[C:23]([O:27][CH3:28])[CH:22]=1. (2) Given the product [OH:18][C@@H:19]1[CH2:36][C@@:34]2([CH3:35])[C@@H:30]([C@@H:31]3[CH2:38][C@@H:32]3[C:33]2=[O:37])[C@H:29]2[C@H:20]1[C@:21]1([CH3:40])[C:26](=[CH:27][CH2:28]2)[CH:25]=[C:24]([O:39][CH3:5])[CH2:23][CH2:22]1, predict the reactants needed to synthesize it. The reactants are: S([C:5]1C=CC(C)=CC=1)(O)(=O)=O.N1C=CC=CC=1.[OH:18][C@@H:19]1[CH2:36][C@@:34]2([CH3:35])[C@@H:30]([C@@H:31]3[CH2:38][C@@H:32]3[C:33]2=[O:37])[C@H:29]2[C@H:20]1[C@:21]1([CH3:40])[C:26]([CH2:27][CH2:28]2)=[CH:25][C:24](=[O:39])[CH2:23][CH2:22]1.C(N(CC)CC)C.CO. (3) Given the product [ClH:1].[Br:2][C:3]1[CH:8]=[C:7]2[C:6](=[CH:5][CH:4]=1)[NH:9][C:11]([C:15]1[CH:16]=[N:17][CH:18]=[CH:19][CH:20]=1)=[C:12]2[CH3:13], predict the reactants needed to synthesize it. The reactants are: [ClH:1].[Br:2][C:3]1[CH:8]=[CH:7][C:6]([NH:9]N)=[CH:5][CH:4]=1.[C:11]([C:15]1[CH:16]=[N:17][CH:18]=[CH:19][CH:20]=1)(=O)[CH2:12][CH3:13].Cl. (4) The reactants are: [Cl:1][C:2]1[CH:14]=[CH:13][C:5]2[S:6][C:7]([S:9]([NH2:12])(=[O:11])=[O:10])=[CH:8][C:4]=2[CH:3]=1.C(N(CC)CC)C.[C:22]1([O:28]C(Cl)=O)C=CC=CC=1.[NH2:32][C:33]1[N:38]=[C:37]([NH:39][C:40]([NH:42][CH3:43])=[O:41])[CH:36]=[C:35]([O:44][CH3:45])[CH:34]=1. Given the product [Cl:1][C:2]1[CH:14]=[CH:13][C:5]2[S:6][C:7]([S:9]([NH:12][C:22](=[O:28])[NH:32][C:33]3[CH:34]=[C:35]([O:44][CH3:45])[CH:36]=[C:37]([NH:39][C:40](=[O:41])[NH:42][CH3:43])[N:38]=3)(=[O:11])=[O:10])=[CH:8][C:4]=2[CH:3]=1, predict the reactants needed to synthesize it. (5) The reactants are: [N:1]1[CH:6]=[CH:5][CH:4]=[C:3]([C:7]2[CH:25]=[C:24]3[C:10]([C:11](=[O:27])[C:12](=[O:26])[C:13]4[S:23][CH2:22][C:16]5([CH2:21][CH2:20][NH:19][CH2:18][CH2:17]5)[O:15][C:14]=43)=[CH:9][CH:8]=2)[CH:2]=1.[Cl:28][C:29]1[CH:30]=[C:31]([CH:35]=[CH:36][CH:37]=1)[C:32](Cl)=[O:33]. Given the product [Cl:28][C:29]1[CH:30]=[C:31]([CH:35]=[CH:36][CH:37]=1)[C:32]([N:19]1[CH2:20][CH2:21][C:16]2([O:15][C:14]3[C:24]4[C:10]([C:11](=[O:27])[C:12](=[O:26])[C:13]=3[S:23][CH2:22]2)=[CH:9][CH:8]=[C:7]([C:3]2[CH:2]=[N:1][CH:6]=[CH:5][CH:4]=2)[CH:25]=4)[CH2:17][CH2:18]1)=[O:33], predict the reactants needed to synthesize it.